From a dataset of NCI-60 drug combinations with 297,098 pairs across 59 cell lines. Regression. Given two drug SMILES strings and cell line genomic features, predict the synergy score measuring deviation from expected non-interaction effect. Drug 1: C(=O)(N)NO. Drug 2: COCCOC1=C(C=C2C(=C1)C(=NC=N2)NC3=CC=CC(=C3)C#C)OCCOC.Cl. Cell line: SW-620. Synergy scores: CSS=5.29, Synergy_ZIP=0.485, Synergy_Bliss=1.51, Synergy_Loewe=-1.04, Synergy_HSA=-0.932.